Predict the reaction yield, written as a fraction of the theoretical maximum amount of product (1.0 means a 100% yield; for example, 0.34 means a 34% yield). From a dataset of Reaction yield outcomes from USPTO patents with 853,638 reactions. (1) The reactants are [CH3:1][C:2]([C:4]1[CH:15]=[CH:14][C:7]2[N:8]([CH2:12][CH3:13])[C:9]([CH3:11])=[N:10][C:6]=2[CH:5]=1)=[O:3].[CH:16]([CH:18]1[CH2:23][CH2:22][N:21]([CH2:24][C:25]2[CH:30]=[CH:29][CH:28]=[CH:27][CH:26]=2)[CH2:20][CH2:19]1)=O.C[Si]([N-][Si](C)(C)C)(C)C.[Li+].Cl. The catalyst is O1CCCC1.O. The product is [CH2:12]([N:8]1[C:7]2[CH:14]=[CH:15][C:4]([C:2](=[O:3])[CH:1]=[CH:16][CH:18]3[CH2:19][CH2:20][N:21]([CH2:24][C:25]4[CH:30]=[CH:29][CH:28]=[CH:27][CH:26]=4)[CH2:22][CH2:23]3)=[CH:5][C:6]=2[N:10]=[C:9]1[CH3:11])[CH3:13]. The yield is 0.260. (2) The reactants are C[O:2][C:3](=O)[C:4]1[CH:9]=[CH:8][C:7]([CH2:10][O:11][CH2:12][CH2:13][O:14][Si:15]([C:18]([CH3:21])([CH3:20])[CH3:19])([CH3:17])[CH3:16])=[CH:6][CH:5]=1.[H-].[H-].[H-].[H-].[Li+].[Al+3]. The catalyst is C1COCC1.O. The product is [Si:15]([O:14][CH2:13][CH2:12][O:11][CH2:10][C:7]1[CH:8]=[CH:9][C:4]([CH2:3][OH:2])=[CH:5][CH:6]=1)([C:18]([CH3:21])([CH3:20])[CH3:19])([CH3:17])[CH3:16]. The yield is 0.910. (3) The reactants are Cl.[Br:2][C:3]1[CH:8]=[CH:7][C:6]([NH:9][NH2:10])=[CH:5][CH:4]=1.[C:11]1(=O)[O:16][C:14](=[O:15])[C:13]2=[CH:17][CH:18]=[CH:19][CH:20]=[C:12]12. The catalyst is C(O)(=O)C. The product is [Br:2][C:3]1[CH:8]=[CH:7][C:6]([NH:9][N:10]2[C:14](=[O:15])[C:13]3[C:12](=[CH:20][CH:19]=[CH:18][CH:17]=3)[C:11]2=[O:16])=[CH:5][CH:4]=1. The yield is 0.840. (4) The reactants are [OH:1][C:2]1[CH:35]=[CH:34][C:5]([CH2:6][CH2:7][C:8]2[CH:13]=[CH:12][CH:11]=[CH:10][C:9]=2[C:14]2[N:19]=[C:18]([N:20]3[C:24]([C:25]([F:28])([F:27])[F:26])=[C:23]([C:29]([O:31][CH2:32][CH3:33])=[O:30])[CH:22]=[N:21]3)[CH:17]=[CH:16][CH:15]=2)=[C:4]([CH3:36])[CH:3]=1.C([O-])([O-])=O.[Cs+].[Cs+].Br[CH2:44][CH2:45][CH2:46][O:47][CH:48]1[CH2:53][CH2:52][CH2:51][CH2:50][O:49]1. The catalyst is CC(C)=O. The product is [CH3:36][C:4]1[CH:3]=[C:2]([O:1][CH2:44][CH2:45][CH2:46][O:47][CH:48]2[CH2:53][CH2:52][CH2:51][CH2:50][O:49]2)[CH:35]=[CH:34][C:5]=1[CH2:6][CH2:7][C:8]1[CH:13]=[CH:12][CH:11]=[CH:10][C:9]=1[C:14]1[N:19]=[C:18]([N:20]2[C:24]([C:25]([F:28])([F:27])[F:26])=[C:23]([C:29]([O:31][CH2:32][CH3:33])=[O:30])[CH:22]=[N:21]2)[CH:17]=[CH:16][CH:15]=1. The yield is 0.920. (5) The reactants are [Br:1][C:2]1[C:3]([Cl:9])=[N:4][CH:5]=[C:6]([CH3:8])[CH:7]=1.[Br:10]N1C(=O)CCC1=O.C(OOC(=O)C1C=CC=CC=1)(=O)C1C=CC=CC=1. The catalyst is C(Cl)(Cl)(Cl)Cl. The product is [Br:1][C:2]1[C:3]([Cl:9])=[N:4][CH:5]=[C:6]([CH2:8][Br:10])[CH:7]=1. The yield is 0.340. (6) The reactants are [OH:1][C@@H:2]([C@@H:9]([CH2:16]/[CH:17]=[CH:18]/[C:19]1[CH:24]=[CH:23][C:22]([O:25][C:26]([F:29])([F:28])[F:27])=[CH:21][CH:20]=1)[C:10]([O:12][CH:13]([CH3:15])[CH3:14])=[O:11])[C:3]([O:5][CH:6]([CH3:8])[CH3:7])=[O:4].[H][H]. The catalyst is CO.[Pd]. The product is [OH:1][C@@H:2]([C@@H:9]([CH2:16][CH2:17][CH2:18][C:19]1[CH:24]=[CH:23][C:22]([O:25][C:26]([F:27])([F:28])[F:29])=[CH:21][CH:20]=1)[C:10]([O:12][CH:13]([CH3:15])[CH3:14])=[O:11])[C:3]([O:5][CH:6]([CH3:8])[CH3:7])=[O:4]. The yield is 0.991.